From a dataset of Forward reaction prediction with 1.9M reactions from USPTO patents (1976-2016). Predict the product of the given reaction. (1) Given the reactants Br[CH:2]=[C:3]([C:5]1[CH:15]=[CH:14][C:8]([C:9]([N:11]([CH3:13])[CH3:12])=[O:10])=[CH:7][CH:6]=1)[CH3:4].P([O-])([O-])([O-])=O.[K+].[K+].[K+].N1CCC[C@H]1C(O)=O.[CH3:32][N:33]1[CH2:46][CH2:45][C:36]2[NH:37][C:38]3[CH:39]=[CH:40][C:41]([CH3:44])=[CH:42][C:43]=3[C:35]=2[CH2:34]1, predict the reaction product. The product is: [CH3:32][N:33]1[CH2:46][CH2:45][C:36]2[N:37](/[CH:2]=[C:3](/[C:5]3[CH:15]=[CH:14][C:8]([C:9]([N:11]([CH3:13])[CH3:12])=[O:10])=[CH:7][CH:6]=3)\[CH3:4])[C:38]3[CH:39]=[CH:40][C:41]([CH3:44])=[CH:42][C:43]=3[C:35]=2[CH2:34]1. (2) The product is: [Br:23][C:24]1[CH:29]=[CH:28][C:27]([N:30]=[C:31]2[NH:8][C@@H:3]([CH2:4][CH:5]([CH3:7])[CH3:6])[CH2:2][S:32]2)=[C:26]([CH3:33])[CH:25]=1. Given the reactants O[CH2:2][C@@H:3]([NH2:8])[CH2:4][CH:5]([CH3:7])[CH3:6].COC(=O)[C@H](CC(C)C)N.OCCN.[Br:23][C:24]1[CH:29]=[CH:28][C:27]([N:30]=[C:31]=[S:32])=[C:26]([CH3:33])[CH:25]=1, predict the reaction product. (3) Given the reactants Br[C:2]1[CH:3]=[C:4]([C:8]2[CH:9]=[C:10]([NH:14][CH:15]([CH3:17])[CH3:16])[N:11]=[N:12][CH:13]=2)[CH:5]=[CH:6][CH:7]=1.[CH3:18][N:19](C)C=O, predict the reaction product. The product is: [CH:15]([NH:14][C:10]1[N:11]=[N:12][CH:13]=[C:8]([C:4]2[CH:3]=[C:2]([CH:7]=[CH:6][CH:5]=2)[C:18]#[N:19])[CH:9]=1)([CH3:17])[CH3:16]. (4) Given the reactants [CH3:1][CH:2]([NH:4][C:5]([C:7]1[S:8][CH:9]=[CH:10][CH:11]=1)=[O:6])[CH3:3].[Cl:12][S:13]([OH:16])(=[O:15])=[O:14], predict the reaction product. The product is: [CH3:3][CH:2]([NH:4][C:5]([C:7]1[S:8][CH:9]=[C:10]([S:13]([Cl:12])(=[O:15])=[O:14])[CH:11]=1)=[O:6])[CH3:1].[CH3:3][CH:2]([NH:4][C:5]([C:7]1[S:8][C:9]([S:13]([Cl:12])(=[O:16])=[O:14])=[CH:10][CH:11]=1)=[O:6])[CH3:1]. (5) Given the reactants [NH2:1][C:2]1[C:3]([C:9]#[N:10])=[N:4][C:5]([Br:8])=[CH:6][N:7]=1.[H-].[Na+].[C:13](Cl)(=[O:20])[C:14]1[CH:19]=[CH:18][CH:17]=[CH:16][CH:15]=1.Cl.C, predict the reaction product. The product is: [Br:8][C:5]1[N:4]=[C:3]([C:9]#[N:10])[C:2]([NH:1][C:13](=[O:20])[C:14]2[CH:19]=[CH:18][CH:17]=[CH:16][CH:15]=2)=[N:7][CH:6]=1. (6) Given the reactants Cl.[N:2]12[CH2:9][CH2:8][CH:5]([CH2:6][CH2:7]1)[C:4](=[O:10])[CH2:3]2.CC(C)([O-])C.[K+].CC(O)C, predict the reaction product. The product is: [N:2]12[CH2:9][CH2:8][CH:5]([CH2:6][CH2:7]1)[C@@H:4]([OH:10])[CH2:3]2. (7) Given the reactants Cl[C:2]1[C:3]2[C:10]([I:11])=[CH:9][N:8]([CH3:12])[C:4]=2[N:5]=[CH:6][N:7]=1.[NH3:13].CO, predict the reaction product. The product is: [I:11][C:10]1[C:3]2[C:2]([NH2:13])=[N:7][CH:6]=[N:5][C:4]=2[N:8]([CH3:12])[CH:9]=1.